This data is from Full USPTO retrosynthesis dataset with 1.9M reactions from patents (1976-2016). The task is: Predict the reactants needed to synthesize the given product. Given the product [NH2:7][CH2:8][CH2:9][CH2:10][CH2:11][C:12]1[CH:17]=[CH:16][C:15]([NH:18][CH2:19][CH2:20][CH2:21][C:22]([NH2:23])=[O:24])=[CH:14][CH:13]=1, predict the reactants needed to synthesize it. The reactants are: C(OC(=O)[NH:7][CH2:8][CH2:9][CH2:10][CH2:11][C:12]1[CH:17]=[CH:16][C:15]([NH:18][CH2:19][CH2:20][CH2:21][C:22](=[O:24])[NH2:23])=[CH:14][CH:13]=1)(C)(C)C.